Predict the reactants needed to synthesize the given product. From a dataset of Full USPTO retrosynthesis dataset with 1.9M reactions from patents (1976-2016). (1) Given the product [ClH:35].[NH2:8][CH:9]([C:33]([C:32]1[CH:36]=[CH:37][C:29]([O:28][CH3:27])=[CH:30][CH:31]=1)=[O:34])[C:10]([O:12][CH2:13][CH3:14])=[O:11], predict the reactants needed to synthesize it. The reactants are: C1(C(C2C=CC=CC=2)=[N:8][CH2:9][C:10]([O:12][CH2:13][CH3:14])=[O:11])C=CC=CC=1.CC(C)([O-])C.[K+].[CH3:27][O:28][C:29]1[CH:37]=[CH:36][C:32]([C:33]([Cl:35])=[O:34])=[CH:31][CH:30]=1.Cl. (2) Given the product [Cl:1][C:2]1[CH:23]=[CH:22][C:5]([O:6][CH2:7][CH2:8][CH2:9][CH2:10][CH2:11][O:12][C:13]2[CH:21]=[CH:20][CH:19]=[C:18]3[C:14]=2[CH2:15][CH2:16][N:17]3[C:41](=[S:25])[NH2:38])=[CH:4][CH:3]=1, predict the reactants needed to synthesize it. The reactants are: [Cl:1][C:2]1[CH:23]=[CH:22][C:5]([O:6][CH2:7][CH2:8][CH2:9][CH2:10][CH2:11][O:12][C:13]2[CH:21]=[CH:20][CH:19]=[C:18]3[C:14]=2[CH2:15][CH2:16][NH:17]3)=[CH:4][CH:3]=1.C(C1NC=CN=1)(C1NC=CN=1)=[S:25].C([N:38]([CH2:41]C)CC)C.N. (3) Given the product [F:25][C:26]1[CH:27]=[C:28]([NH:29][C:2]2[N:7]=[CH:6][N:5]=[C:4]([O:8][C:9]3[CH:14]=[CH:13][C:12]([NH:15][C:16]([NH:18][C:19]4[CH:24]=[CH:23][CH:22]=[CH:21][CH:20]=4)=[O:17])=[CH:11][CH:10]=3)[CH:3]=2)[CH:30]=[C:31]([F:33])[CH:32]=1, predict the reactants needed to synthesize it. The reactants are: Cl[C:2]1[N:7]=[CH:6][N:5]=[C:4]([O:8][C:9]2[CH:14]=[CH:13][C:12]([NH:15][C:16]([NH:18][C:19]3[CH:24]=[CH:23][CH:22]=[CH:21][CH:20]=3)=[O:17])=[CH:11][CH:10]=2)[CH:3]=1.[F:25][C:26]1[CH:27]=[C:28]([CH:30]=[C:31]([F:33])[CH:32]=1)[NH2:29].C(OCC)(=O)C.O. (4) Given the product [CH2:31]1[C@@H:30]([N:25]2[C:26]3[N:27]=[CH:28][N:29]=[C:21]([NH2:20])[C:22]=3[N:23]=[CH:24]2)[O:35][C@@H:34]([CH2:36][OH:37])[C@@H:32]1[OH:33], predict the reactants needed to synthesize it. The reactants are: COC1C=CC(C([NH:20][C:21]2[N:29]=[CH:28][N:27]=[C:26]3[C:22]=2[N:23]=[CH:24][N:25]3[C@H:30]2[O:35][C@@H:34]([CH2:36][O:37]C(C3C=CC=CC=3)(C3C=CC=CC=3)C3C=CC(OC)=CC=3)[C@H:32]([OH:33])[CH2:31]2)(C2C=CC=CC=2)C2C=CC=CC=2)=CC=1. (5) Given the product [CH3:1][O:2][C:3](=[O:36])[CH2:4][C@H:5]1[C:9]2[CH:10]=[CH:11][C:12]([O:14][C@H:15]3[C:23]4[C:18](=[C:19]([O:25][C:26]5[CH:31]=[CH:30][C:29]([CH2:32][N:37]6[CH2:42][CH2:41][CH2:40][CH2:39][CH2:38]6)=[CH:28][C:27]=5[C:34]#[N:35])[CH:20]=[CH:21][C:22]=4[F:24])[CH2:17][CH2:16]3)=[CH:13][C:8]=2[O:7][CH2:6]1, predict the reactants needed to synthesize it. The reactants are: [CH3:1][O:2][C:3](=[O:36])[CH2:4][C@H:5]1[C:9]2[CH:10]=[CH:11][C:12]([O:14][C@H:15]3[C:23]4[C:18](=[C:19]([O:25][C:26]5[CH:31]=[CH:30][C:29]([CH:32]=O)=[CH:28][C:27]=5[C:34]#[N:35])[CH:20]=[CH:21][C:22]=4[F:24])[CH2:17][CH2:16]3)=[CH:13][C:8]=2[O:7][CH2:6]1.[NH:37]1[CH2:42][CH2:41][CH2:40][CH2:39][CH2:38]1.C(O[BH-](OC(=O)C)OC(=O)C)(=O)C.[Na+]. (6) Given the product [OH:1][C@H:2]1[C:6]2([CH2:7][CH2:8][NH:9][CH2:10][CH2:11]2)[C:5](=[O:19])[N:4]([C:26]2[CH2:27][O:28][C:29](=[O:32])[C:30]=2[CH3:31])[CH2:3]1, predict the reactants needed to synthesize it. The reactants are: [OH:1][CH:2]1[C:6]2([CH2:11][CH2:10][N:9](C(OC(C)(C)C)=O)[CH2:8][CH2:7]2)[C:5](=[O:19])[NH:4][CH2:3]1.FC(F)(F)S(O[C:26]1[CH2:27][O:28][C:29](=[O:32])[C:30]=1[CH3:31])(=O)=O.CC1(C)C2C(=C(P(C3C=CC=CC=3)C3C=CC=CC=3)C=CC=2)OC2C(P(C3C=CC=CC=3)C3C=CC=CC=3)=CC=CC1=2.C(=O)([O-])[O-].[Cs+].[Cs+]. (7) Given the product [NH2:1][C:2]1[N:3]=[C:4]2[C:13]3[C:7]([CH2:8][CH:9]([C:14]([NH:32][CH2:31][CH2:30][Cl:29])=[O:16])[S:10][C:11]=3[N:12]=1)=[N:6][N:5]2[CH2:17][C:18]1[C:23]([CH3:24])=[C:22]([O:25][CH3:26])[C:21]([CH3:27])=[CH:20][N:19]=1, predict the reactants needed to synthesize it. The reactants are: [NH2:1][C:2]1[N:3]=[C:4]2[C:13]3[C:7]([CH2:8][CH:9]([C:14]([OH:16])=O)[S:10][C:11]=3[N:12]=1)=[N:6][N:5]2[CH2:17][C:18]1[C:23]([CH3:24])=[C:22]([O:25][CH3:26])[C:21]([CH3:27])=[CH:20][N:19]=1.Cl.[Cl:29][CH2:30][CH2:31][NH2:32].O.ON1C2C=CC=CC=2N=N1.Cl.CN(C)CCCN=C=NCC. (8) Given the product [C:8]([C:9]([C:8]1[CH:7]=[CH:6][CH:5]=[CH:13][CH:12]=1)=[O:10])([CH3:12])([CH3:9])[CH3:7], predict the reactants needed to synthesize it. The reactants are: C([C:5]1[CH:13]=[CH:12][C:8]([C:9](Cl)=[O:10])=[CH:7][CH:6]=1)(C)(C)C. (9) Given the product [NH2:18][C:16]1[C:15]([O:21][CH3:22])=[CH:14][C:3]([C:4]([NH:6][CH:7]2[CH2:12][CH2:11][N:10]([CH3:13])[CH2:9][CH2:8]2)=[O:5])=[C:2]([F:1])[CH:17]=1, predict the reactants needed to synthesize it. The reactants are: [F:1][C:2]1[CH:17]=[C:16]([N+:18]([O-])=O)[C:15]([O:21][CH3:22])=[CH:14][C:3]=1[C:4]([NH:6][CH:7]1[CH2:12][CH2:11][N:10]([CH3:13])[CH2:9][CH2:8]1)=[O:5].Cl.[H][H]. (10) Given the product [CH2:1]([O:8][C:9](=[O:10])[NH:11][CH2:12][C:13]1([C:28](=[O:36])[NH:29][C:30]2[CH:35]=[CH:34][CH:33]=[CH:32][CH:31]=2)[CH2:18][CH2:17][CH2:16][NH:15][CH2:14]1)[C:2]1[CH:7]=[CH:6][CH:5]=[CH:4][CH:3]=1, predict the reactants needed to synthesize it. The reactants are: [CH2:1]([O:8][C:9]([NH:11][CH2:12][C:13]1([C:28](=[O:36])[NH:29][C:30]2[CH:35]=[CH:34][CH:33]=[CH:32][CH:31]=2)[CH2:18][CH2:17][CH2:16][N:15](C(OCC[Si](C)(C)C)=O)[CH2:14]1)=[O:10])[C:2]1[CH:7]=[CH:6][CH:5]=[CH:4][CH:3]=1.CCCC[N+](CCCC)(CCCC)CCCC.[F-].